Dataset: Kir2.1 potassium channel HTS with 301,493 compounds. Task: Binary Classification. Given a drug SMILES string, predict its activity (active/inactive) in a high-throughput screening assay against a specified biological target. The molecule is Clc1c(c2nc(on2)CCC(=O)Nc2ccc(cc2)C(OCC)=O)cccc1. The result is 0 (inactive).